Task: Regression. Given a peptide amino acid sequence and an MHC pseudo amino acid sequence, predict their binding affinity value. This is MHC class I binding data.. Dataset: Peptide-MHC class I binding affinity with 185,985 pairs from IEDB/IMGT The peptide sequence is RRFTQAIYD. The MHC is HLA-A80:01 with pseudo-sequence HLA-A80:01. The binding affinity (normalized) is 0.0847.